Dataset: Retrosynthesis with 50K atom-mapped reactions and 10 reaction types from USPTO. Task: Predict the reactants needed to synthesize the given product. (1) Given the product O=C(O)CCCc1ccc(C(Cc2ccccc2)NS(=O)(=O)c2ccc(Cl)cc2)cc1, predict the reactants needed to synthesize it. The reactants are: COC(=O)CCCc1ccc(C(Cc2ccccc2)NS(=O)(=O)c2ccc(Cl)cc2)cc1. (2) Given the product Nc1ccc(C(=O)NCc2ccc(Oc3ccc(F)cc3)cc2)c(N)n1, predict the reactants needed to synthesize it. The reactants are: NCc1ccc(Oc2ccc(F)cc2)cc1.Nc1ccc(C(=O)O)c(N)n1. (3) The reactants are: Cc1ccc(N)c(C(=O)O)c1.O=C(OC(=O)C(F)(F)F)C(F)(F)F. Given the product Cc1ccc(NC(=O)C(F)(F)F)c(C(=O)O)c1, predict the reactants needed to synthesize it. (4) Given the product CC1(C)CN(c2cccc[n+]2[O-])c2cc([N+](=O)[O-])ccc2O1, predict the reactants needed to synthesize it. The reactants are: CC1(C)CNc2cc([N+](=O)[O-])ccc2O1.[O-][n+]1ccccc1Br. (5) Given the product Cc1cc(N2CCOCC2)cc(C2CC2)c1C(=O)NCC[C@@H](O)C(C)(C)C, predict the reactants needed to synthesize it. The reactants are: CC(C)(C)[C@H](O)CCN.Cc1cc(N2CCOCC2)cc(C2CC2)c1C(=O)O. (6) Given the product CCCSc1nc2ccc(OCCCCCC(=O)OC)cc2n1-c1ccccc1, predict the reactants needed to synthesize it. The reactants are: CCCI.COC(=O)CCCCCOc1ccc2nc(S)n(-c3ccccc3)c2c1. (7) Given the product O=C(N[C@@H](Cc1c[nH]c2ccccc12)C(=O)O)OCc1ccccc1, predict the reactants needed to synthesize it. The reactants are: N[C@@H](Cc1c[nH]c2ccccc12)C(=O)O.O=C(Cl)OCc1ccccc1. (8) Given the product COc1cc(C=Cc2ccco2)cc(OC)c1C(C)C, predict the reactants needed to synthesize it. The reactants are: CCOP(=O)(Cc1cc(OC)c(C(C)C)c(OC)c1)OCC.O=Cc1ccco1. (9) Given the product CCOc1ccc(OC2CN(c3ccc([C@H](C)NC(=O)C(F)(F)F)cc3)C2)cc1, predict the reactants needed to synthesize it. The reactants are: CCOc1ccc(OC2CN(c3ccc([C@H](C)N)cc3)C2)cc1.O=C(OC(=O)C(F)(F)F)C(F)(F)F.